From a dataset of Catalyst prediction with 721,799 reactions and 888 catalyst types from USPTO. Predict which catalyst facilitates the given reaction. (1) Reactant: [CH3:1][O:2][C:3]([C:5]1[NH:15][C:8]2=[CH:9][N:10]=[C:11]([O:13][CH3:14])[CH:12]=[C:7]2[C:6]=1I)=[O:4].[N:17]1[CH:22]=[CH:21][CH:20]=[CH:19][C:18]=1B(O)O.[C:26](=O)([O-])[O-:27].[K+].[K+].O. Product: [CH3:1][O:2][C:3]([C:5]1[NH:15][C:8]2=[CH:9][N:10]=[C:11]([O:13][CH3:14])[CH:12]=[C:7]2[C:6]=1[C:19]1[C:18]([O:27][CH3:26])=[N:17][CH:22]=[CH:21][CH:20]=1)=[O:4]. The catalyst class is: 843. (2) Reactant: [Br:1][C:2]1[C:3]([O:21][CH3:22])=[C:4]([C:10](CSC2C=CC=CC=2)=[CH:11][CH:12]=1)[C:5]([O:7][CH2:8][CH3:9])=[O:6].[CH3:23][C:24]1[CH:29]=[CH:28][CH:27]=[CH:26][C:25]=1[SH:30].[C:31](=O)([O-])[O-].[K+].[K+]. Product: [Br:1][C:2]1[C:3]([O:21][CH3:22])=[C:4]([CH:10]=[CH:11][C:12]=1[CH2:31][S:30][C:25]1[CH:26]=[CH:27][CH:28]=[CH:29][C:24]=1[CH3:23])[C:5]([O:7][CH2:8][CH3:9])=[O:6]. The catalyst class is: 1.